Dataset: Human intestinal absorption (HIA) binary classification data from Hou et al.. Task: Regression/Classification. Given a drug SMILES string, predict its absorption, distribution, metabolism, or excretion properties. Task type varies by dataset: regression for continuous measurements (e.g., permeability, clearance, half-life) or binary classification for categorical outcomes (e.g., BBB penetration, CYP inhibition). Dataset: hia_hou. (1) The result is 1 (good absorption). The molecule is CCOC(=O)Nc1ccc2c(c1)N(C(=O)CCN1CCOCC1)c1ccccc1S2. (2) The drug is CC(C)(C)NC[C@H](O)COc1nsnc1N1CCOCC1. The result is 1 (good absorption). (3) The molecule is CCOC(=O)N1CCC(=C2c3ccc(Cl)cc3CCc3cccnc32)CC1. The result is 1 (good absorption). (4) The molecule is Cc1[nH]c(=O)c(C#N)cc1-c1ccncc1. The result is 1 (good absorption). (5) The drug is O=C(N[C@H](CO)[C@@H](O)c1ccc([N+](=O)[O-])cc1)C(Cl)Cl. The result is 1 (good absorption). (6) The molecule is Cc1ccc(-c2c(-c3ccc(S(C)(=O)=O)cc3)cc(Cl)c[n+]2[O-])cn1. The result is 1 (good absorption). (7) The molecule is C[C@@H]1C[C@@H]2[C@@H]3CCC4=CC(=O)C=C[C@]4(C)[C@]3(F)[C@@H](O)C[C@]2(C)[C@@]1(O)C(=O)CO. The result is 1 (good absorption). (8) The compound is CN1CCN2c3ccccc3Cc3ccccc3[C@H]2C1. The result is 1 (good absorption).